This data is from NCI-60 drug combinations with 297,098 pairs across 59 cell lines. The task is: Regression. Given two drug SMILES strings and cell line genomic features, predict the synergy score measuring deviation from expected non-interaction effect. (1) Drug 1: CCC1=C2CN3C(=CC4=C(C3=O)COC(=O)C4(CC)O)C2=NC5=C1C=C(C=C5)O. Drug 2: COC1=C2C(=CC3=C1OC=C3)C=CC(=O)O2. Cell line: KM12. Synergy scores: CSS=31.5, Synergy_ZIP=-9.97, Synergy_Bliss=-4.33, Synergy_Loewe=-83.0, Synergy_HSA=-4.98. (2) Synergy scores: CSS=18.7, Synergy_ZIP=6.17, Synergy_Bliss=6.79, Synergy_Loewe=-1.53, Synergy_HSA=4.65. Cell line: NCI-H226. Drug 2: CN(C)C1=NC(=NC(=N1)N(C)C)N(C)C. Drug 1: C1=C(C(=O)NC(=O)N1)F. (3) Drug 1: CC12CCC(CC1=CCC3C2CCC4(C3CC=C4C5=CN=CC=C5)C)O. Drug 2: CC1=C(N=C(N=C1N)C(CC(=O)N)NCC(C(=O)N)N)C(=O)NC(C(C2=CN=CN2)OC3C(C(C(C(O3)CO)O)O)OC4C(C(C(C(O4)CO)O)OC(=O)N)O)C(=O)NC(C)C(C(C)C(=O)NC(C(C)O)C(=O)NCCC5=NC(=CS5)C6=NC(=CS6)C(=O)NCCC[S+](C)C)O. Cell line: SK-OV-3. Synergy scores: CSS=0.632, Synergy_ZIP=-0.289, Synergy_Bliss=0.565, Synergy_Loewe=-0.797, Synergy_HSA=0.0260. (4) Drug 1: CCC(=C(C1=CC=CC=C1)C2=CC=C(C=C2)OCCN(C)C)C3=CC=CC=C3.C(C(=O)O)C(CC(=O)O)(C(=O)O)O. Drug 2: CN1C2=C(C=C(C=C2)N(CCCl)CCCl)N=C1CCCC(=O)O.Cl. Cell line: DU-145. Synergy scores: CSS=5.58, Synergy_ZIP=2.22, Synergy_Bliss=5.85, Synergy_Loewe=1.22, Synergy_HSA=3.11. (5) Drug 1: C1=CN(C=N1)CC(O)(P(=O)(O)O)P(=O)(O)O. Drug 2: C(CCl)NC(=O)N(CCCl)N=O. Cell line: SF-539. Synergy scores: CSS=3.41, Synergy_ZIP=-2.20, Synergy_Bliss=1.00, Synergy_Loewe=1.29, Synergy_HSA=0.126.